This data is from TCR-epitope binding with 47,182 pairs between 192 epitopes and 23,139 TCRs. The task is: Binary Classification. Given a T-cell receptor sequence (or CDR3 region) and an epitope sequence, predict whether binding occurs between them. (1) The epitope is KLWAQCVQL. The TCR CDR3 sequence is CASSEGQGETQYF. Result: 0 (the TCR does not bind to the epitope). (2) The epitope is TLVPQEHYV. The TCR CDR3 sequence is CATGRDRAYEQYF. Result: 0 (the TCR does not bind to the epitope). (3) The epitope is IVTDFSVIK. The TCR CDR3 sequence is CATSERTAGTDTQYF. Result: 0 (the TCR does not bind to the epitope).